From a dataset of Forward reaction prediction with 1.9M reactions from USPTO patents (1976-2016). Predict the product of the given reaction. Given the reactants [CH3:1][C:2]1([CH3:17])[O:16][C:6]2=[CH:7][C:8]3[C:9]([CH3:15])=[CH:10][CH:11]=[N:12][C:13]=3[CH:14]=[C:5]2[CH:4]=[CH:3]1.ClC1C=CC=C(C(OO)=O)C=1.C[Si]([C:33]#[N:34])(C)C.C(N(CC)CC)C.C(=O)([O-])O.[Na+], predict the reaction product. The product is: [CH3:1][C:2]1([CH3:17])[O:16][C:6]2=[CH:7][C:8]3[C:9]([CH3:15])=[CH:10][C:11]([C:33]#[N:34])=[N:12][C:13]=3[CH:14]=[C:5]2[CH:4]=[CH:3]1.